This data is from Forward reaction prediction with 1.9M reactions from USPTO patents (1976-2016). The task is: Predict the product of the given reaction. (1) Given the reactants [N:1]1[CH:6]=[CH:5][C:4]([CH:7]=O)=[CH:3][CH:2]=1.[C:9]([O:13][CH2:14][CH2:15][NH2:16])([CH3:12])([CH3:11])[CH3:10], predict the reaction product. The product is: [C:9]([O:13][CH2:14][CH2:15][NH:16][CH2:7][C:4]1[CH:3]=[CH:2][N:1]=[CH:6][CH:5]=1)([CH3:12])([CH3:11])[CH3:10]. (2) Given the reactants [CH3:1][N:2]1[C:6]2[CH:7]=[CH:8][C:9]([OH:11])=[CH:10][C:5]=2[N:4]=[CH:3]1.[Br:12][C:13]1[CH:22]=[CH:21][C:16]([C:17]([O:19][CH3:20])=[O:18])=[C:15](F)[CH:14]=1.C(=O)([O-])[O-].[K+].[K+], predict the reaction product. The product is: [Br:12][C:13]1[CH:14]=[CH:15][C:16]([C:17]([O:19][CH3:20])=[O:18])=[C:21]([O:11][C:9]2[CH:8]=[CH:7][C:6]3[N:2]([CH3:1])[CH:3]=[N:4][C:5]=3[CH:10]=2)[CH:22]=1. (3) Given the reactants [CH3:1][C:2]([S:7][C:8]1[S:12][C:11]([NH:13][C:14]([N:16]([C@H:25]2[CH2:30][CH2:29][C@H:28]([CH3:31])[CH2:27][CH2:26]2)[CH2:17][CH2:18][C:19]2[CH:24]=[CH:23][CH:22]=[CH:21][CH:20]=2)=[O:15])=[N:10][CH:9]=1)([CH3:6])[C:3]([OH:5])=[O:4].[F:32]C1C=C(CCBr)C=CC=1.C(OC(=O)C(SC1SC(N)=NC=1)(C)C)C, predict the reaction product. The product is: [F:32][C:21]1[CH:20]=[C:19]([CH2:18][CH2:17][N:16]([C@H:25]2[CH2:26][CH2:27][C@H:28]([CH3:31])[CH2:29][CH2:30]2)[C:14](=[O:15])[NH:13][C:11]2[S:12][C:8]([S:7][C:2]([CH3:1])([CH3:6])[C:3]([OH:5])=[O:4])=[CH:9][N:10]=2)[CH:24]=[CH:23][CH:22]=1. (4) Given the reactants [CH3:1][C:2]1[CH:3]=[CH:4][C:5]([S:9][C:10]2[CH:11]=[CH:12][CH:13]=[CH:14][C:15]=2[N:16]2[CH2:21][CH2:20][NH:19][CH2:18][CH2:17]2)=[C:6]([CH3:8])[CH:7]=1.Br.C, predict the reaction product. The product is: [CH3:1][C:2]1[CH:3]=[CH:4][C:5]([S:9][C:10]2[CH:11]=[CH:12][CH:13]=[CH:14][C:15]=2[N:16]2[CH2:17][CH2:18][NH:19][CH2:20][CH2:21]2)=[C:6]([CH3:8])[CH:7]=1. (5) Given the reactants [C:1]([O:5][C:6](=[O:19])[NH:7][CH2:8][CH2:9][C:10]1[CH:15]=[C:14]([F:16])[C:13]([OH:17])=[C:12]([F:18])[CH:11]=1)([CH3:4])([CH3:3])[CH3:2].Cl[C:21]1[CH:28]=[CH:27][C:24]([C:25]#[N:26])=[CH:23][N:22]=1.[H-].[Na+].O, predict the reaction product. The product is: [C:1]([O:5][C:6](=[O:19])[NH:7][CH2:8][CH2:9][C:10]1[CH:15]=[C:14]([F:16])[C:13]([O:17][C:21]2[CH:28]=[CH:27][C:24]([C:25]#[N:26])=[CH:23][N:22]=2)=[C:12]([F:18])[CH:11]=1)([CH3:4])([CH3:2])[CH3:3]. (6) The product is: [CH:1]1([S:18][C:13]2[CH:14]=[CH:15][CH:16]=[CH:17][C:12]=2[C:11]#[N:28])[CH2:3][CH2:2]1. Given the reactants [CH:1]1([Mg]Br)[CH2:3][CH2:2]1.C1COCC1.[C:11](#[N:28])[C:12]1[CH:17]=[CH:16][CH:15]=[CH:14][C:13]=1[S:18][S:18][C:13]1[CH:14]=[CH:15][CH:16]=[CH:17][C:12]=1[C:11]#[N:28], predict the reaction product. (7) Given the reactants [Cl:1][C:2]1[CH:7]=[CH:6][C:5]([NH:8][C:9](SC)=[C:10]([S:13]([CH3:16])(=[O:15])=[O:14])[C:11]#[N:12])=[CH:4][CH:3]=1.[CH3:19][CH:20]([NH2:25])[C:21]([CH3:24])([CH3:23])[CH3:22], predict the reaction product. The product is: [Cl:1][C:2]1[CH:7]=[CH:6][C:5]([NH:8][C:9]([NH:25][CH:20]([CH3:19])[C:21]([CH3:24])([CH3:23])[CH3:22])=[C:10]([S:13]([CH3:16])(=[O:15])=[O:14])[C:11]#[N:12])=[CH:4][CH:3]=1. (8) Given the reactants [CH3:1][N:2]1[CH:6]=[CH:5][N:4]=[C:3]1[S:7][CH2:8][CH2:9][CH2:10][O:11]C1CCCCO1, predict the reaction product. The product is: [OH:11][CH2:10][CH2:9][CH2:8][S:7][C:3]1[N:2]([CH3:1])[CH:6]=[CH:5][N:4]=1. (9) Given the reactants [CH3:1][CH:2]([C:4]1[N:8]([CH2:9][CH2:10][C@@H:11]([OH:19])[CH2:12][C@@H:13]([OH:18])[CH2:14][C:15]([O-:17])=[O:16])[C:7]([C:20]2[CH:21]=[CH:22][C:23]([F:26])=[CH:24][CH:25]=2)=[C:6]([C:27]2[CH:28]=[CH:29][CH:30]=[CH:31][CH:32]=2)[C:5]=1[C:33]([NH:35][C:36]1[CH:37]=[CH:38][CH:39]=[CH:40][CH:41]=1)=[O:34])[CH3:3].[CH3:3][CH:2]([C:4]1[N:8]([CH2:9][CH2:10][C@@H:11]([OH:19])[CH2:12][C@@H:13]([OH:18])[CH2:14][C:15]([O-:17])=[O:16])[C:7]([C:20]2[CH:25]=[CH:24][C:23]([F:26])=[CH:22][CH:21]=2)=[C:6]([C:27]2[CH:32]=[CH:31][CH:30]=[CH:29][CH:28]=2)[C:5]=1[C:33]([NH:35][C:36]1[CH:41]=[CH:40][CH:39]=[CH:38][CH:37]=1)=[O:34])[CH3:1].[Ca+2].C(O)[C@H]([C@H]([C@@H]([C@@H](CO)O)O)O)O.C(O)(=O)CC(CC(O)=O)(C(O)=O)O, predict the reaction product. The product is: [CH3:3][CH:2]([C:4]1[N:8]([CH2:9][CH2:10][C@@H:11]([OH:19])[CH2:12][C@@H:13]([OH:18])[CH2:14][C:15]([OH:17])=[O:16])[C:7]([C:20]2[CH:25]=[CH:24][C:23]([F:26])=[CH:22][CH:21]=2)=[C:6]([C:27]2[CH:32]=[CH:31][CH:30]=[CH:29][CH:28]=2)[C:5]=1[C:33]([NH:35][C:36]1[CH:41]=[CH:40][CH:39]=[CH:38][CH:37]=1)=[O:34])[CH3:1].